This data is from Reaction yield outcomes from USPTO patents with 853,638 reactions. The task is: Predict the reaction yield, written as a fraction of the theoretical maximum amount of product (1.0 means a 100% yield; for example, 0.34 means a 34% yield). (1) The reactants are S(=O)(=O)(O)O.Cl.[C:7]1([CH3:15])[CH:12]=[CH:11][C:10]([NH:13]N)=[CH:9][CH:8]=1.[CH3:16][N:17]1[CH2:22][CH2:21][CH2:20][CH2:19][C:18]1=O. The catalyst is O1CCOCC1. The product is [CH3:16][N:17]1[CH2:22][CH2:21][C:20]2[NH:13][C:10]3[CH:9]=[CH:8][C:7]([CH3:15])=[CH:12][C:11]=3[C:19]=2[CH2:18]1. The yield is 0.520. (2) The reactants are [CH2:1]([C:4]1[S:5][CH:6]=[CH:7][CH:8]=1)[CH:2]=[CH2:3].[I:9]N1C(=O)CCC1=O.C([O-])(O)=O.[Na+]. The catalyst is C1COCC1. The product is [I:9][CH2:3][CH2:2][CH2:1][C:4]1[S:5][CH:6]=[CH:7][CH:8]=1. The yield is 0.610. (3) The reactants are CN(C)C=[O:4].[CH3:6][O:7][C:8]1[CH:9]=[C:10]2[C:15](=[CH:16][C:17]=1[OH:18])[N:14]=[CH:13][CH:12]=[C:11]2[O:19][C:20]1[C:21]([CH3:30])=[N:22][C:23]2[C:28]([CH:29]=1)=[CH:27][CH:26]=[CH:25][CH:24]=2.C(=O)([O-])[O-].[K+].[K+].[CH2:37]([C@@H:39]1[O:41][CH2:40]1)Cl. The catalyst is O. The product is [CH3:6][O:7][C:8]1[CH:9]=[C:10]2[C:15](=[CH:16][C:17]=1[O:18][CH2:37][C@H:39]([OH:41])[CH2:40][OH:4])[N:14]=[CH:13][CH:12]=[C:11]2[O:19][C:20]1[C:21]([CH3:30])=[N:22][C:23]2[C:28]([CH:29]=1)=[CH:27][CH:26]=[CH:25][CH:24]=2. The yield is 0.760. (4) The reactants are C=O.[Br:3][C:4]1[CH:37]=[CH:36][C:7]([NH:8][C:9]2[C:18]3[C:13](=[CH:14][C:15]([O:21][CH2:22][CH:23]4[CH2:28][CH2:27][N:26]([C:29](OC(C)(C)C)=O)[CH2:25][CH2:24]4)=[C:16]([O:19][CH3:20])[CH:17]=3)[N:12]=[CH:11][N:10]=2)=[C:6]([F:38])[CH:5]=1. The catalyst is C(O)=O. The product is [Br:3][C:4]1[CH:37]=[CH:36][C:7]([NH:8][C:9]2[C:18]3[C:13](=[CH:14][C:15]([O:21][CH2:22][CH:23]4[CH2:24][CH2:25][N:26]([CH3:29])[CH2:27][CH2:28]4)=[C:16]([O:19][CH3:20])[CH:17]=3)[N:12]=[CH:11][N:10]=2)=[C:6]([F:38])[CH:5]=1. The yield is 0.880. (5) The reactants are C(NC(C)C)(C)C.C([Li])CCC.[CH3:13][C:14]1[CH:15]=[C:16]([NH:25][C:26]2[N:31]=[C:30]([C:32]([F:35])([F:34])[F:33])[CH:29]=[CH:28][N:27]=2)[CH:17]=[C:18]([C:20]2[S:24][CH:23]=[N:22][CH:21]=2)[CH:19]=1.[Li+].CC([N-]C(C)C)C.[CH3:44][C:45]1([CH3:56])[CH2:50][C:49](=O)[CH2:48][CH2:47][CH:46]1[C:52]([O:54]C)=[O:53].[Li]. The catalyst is C1COCC1. The product is [CH3:56][C:45]1([CH3:44])[CH2:50][C@:49]2([C:23]3[S:24][C:20]([C:18]4[CH:17]=[C:16]([NH:25][C:26]5[N:31]=[C:30]([C:32]([F:33])([F:35])[F:34])[CH:29]=[CH:28][N:27]=5)[CH:15]=[C:14]([CH3:13])[CH:19]=4)=[CH:21][N:22]=3)[CH2:48][CH2:47][C@H:46]1[C:52](=[O:53])[O:54]2. The yield is 0.00800. (6) The reactants are [Cl:1][C:2]1[C:7]([N+:8]([O-:10])=[O:9])=[CH:6][CH:5]=[C:4]([Cl:11])[C:3]=1[S:12](Cl)(=[O:14])=[O:13].[NH2:16][CH2:17][CH2:18][CH2:19][NH:20][C:21](=[O:27])[O:22][C:23]([CH3:26])([CH3:25])[CH3:24].C(N(CC)CC)C. No catalyst specified. The product is [C:23]([O:22][C:21]([NH:20][CH2:19][CH2:18][CH2:17][NH:16][S:12]([C:3]1[C:4]([Cl:11])=[CH:5][CH:6]=[C:7]([N+:8]([O-:10])=[O:9])[C:2]=1[Cl:1])(=[O:14])=[O:13])=[O:27])([CH3:26])([CH3:25])[CH3:24]. The yield is 0.980.